From a dataset of hERG Central: cardiac toxicity at 1µM, 10µM, and general inhibition. Predict hERG channel inhibition at various concentrations. The compound is O=C(NCCN1CCN(c2ccccc2)CC1)c1cccc(Br)c1. Results: hERG_inhib (hERG inhibition (general)): blocker.